From a dataset of Full USPTO retrosynthesis dataset with 1.9M reactions from patents (1976-2016). Predict the reactants needed to synthesize the given product. (1) Given the product [C:45]([O:43][CH2:42][C@:11]12[O:24][C@:14]([C:25]3[CH:30]=[CH:29][C:28]([Cl:31])=[C:27]([CH2:32][C:33]4[CH:34]=[CH:35][C:36]([O:39][CH2:40][CH3:41])=[CH:37][CH:38]=4)[CH:26]=3)([O:13][CH2:12]1)[C@H:15]([O:16][CH2:17][C:18]1[CH:19]=[CH:20][CH:21]=[CH:22][CH:23]=1)[C@@H:9]([O:8][CH2:1][C:2]1[CH:7]=[CH:6][CH:5]=[CH:4][CH:3]=1)[C:10]2=[O:44])(=[O:47])[CH3:46], predict the reactants needed to synthesize it. The reactants are: [CH2:1]([O:8][C@@H:9]1[C@@H:15]([O:16][CH2:17][C:18]2[CH:23]=[CH:22][CH:21]=[CH:20][CH:19]=2)[C@:14]2([C:25]3[CH:30]=[CH:29][C:28]([Cl:31])=[C:27]([CH2:32][C:33]4[CH:38]=[CH:37][C:36]([O:39][CH2:40][CH3:41])=[CH:35][CH:34]=4)[CH:26]=3)[O:24][C@@:11]([CH2:42][OH:43])([CH2:12][O:13]2)[C:10]1=[O:44])[C:2]1[CH:7]=[CH:6][CH:5]=[CH:4][CH:3]=1.[C:45](OC(=O)C)(=[O:47])[CH3:46].C(N(CC)CC)C. (2) Given the product [F:22][CH2:21][CH2:20][N:10]1[C:9](=[O:13])[CH:8]=[N:7][NH:6][C:11]1=[O:12], predict the reactants needed to synthesize it. The reactants are: [H-].[Na+].C([N:6]1[C:11](=[O:12])[NH:10][C:9](=[O:13])[CH:8]=[N:7]1)(=O)C.N#N.S(C1C=CC(C)=CC=1)(O[CH2:20][CH2:21][F:22])(=O)=O. (3) Given the product [Br:1][C:2]1[CH:3]=[N:4][CH:5]=[C:6]([N+:9]([O-:11])=[O:10])[C:7]=1/[CH:8]=[CH:14]/[N:15]([CH3:17])[CH3:16], predict the reactants needed to synthesize it. The reactants are: [Br:1][C:2]1[CH:3]=[N:4][CH:5]=[C:6]([N+:9]([O-:11])=[O:10])[C:7]=1[CH3:8].CO[CH:14](OC)[N:15]([CH3:17])[CH3:16]. (4) Given the product [CH3:1][O:2][C:3]1[C:4]([CH3:34])=[C:5]([C:25]([O:32][CH3:33])=[C:26]([O:30][CH3:31])[C:27]=1[O:28][CH3:29])[CH2:6][C:3]1[CH:4]=[CH:5][C:53]([C:52]([O:55][CH3:56])=[O:54])=[C:26]([C:43]2[CH:48]=[CH:47][CH:46]=[CH:45][CH:44]=2)[CH:27]=1, predict the reactants needed to synthesize it. The reactants are: [CH3:1][O:2][C:3]1[C:4]([CH3:34])=[C:5]([C:25]([O:32][CH3:33])=[C:26]([O:30][CH3:31])[C:27]=1[O:28][CH3:29])[CH2:6]C1C=CC(C(OC)=O)=C(OS(C(F)(F)F)(=O)=O)C=1.C(=O)([O-])[O-].[Na+].[Na+].[Cl-].[Li+].[C:43]1(B(O)O)[CH:48]=[CH:47][CH:46]=[CH:45][CH:44]=1.[C:52]([O:55][CH2:56]C)(=[O:54])[CH3:53]. (5) The reactants are: Cl.[Cl:2][C:3]1[CH:4]=[C:5]2[C:10](=[C:11]([Cl:13])[CH:12]=1)[CH2:9][N:8]([CH3:14])[CH2:7][CH:6]2[C:15]1[CH:20]=[CH:19][C:18]([NH:21][C:22](=[O:30])[NH:23][CH2:24][C:25]([O:27]CC)=O)=[CH:17][CH:16]=1.Cl. Given the product [Cl:2][C:3]1[CH:4]=[C:5]2[C:10](=[C:11]([Cl:13])[CH:12]=1)[CH2:9][N:8]([CH3:14])[CH2:7][CH:6]2[C:15]1[CH:20]=[CH:19][C:18]([N:21]2[C:25](=[O:27])[CH2:24][NH:23][C:22]2=[O:30])=[CH:17][CH:16]=1, predict the reactants needed to synthesize it. (6) Given the product [CH2:23]([O:22][C:17]1[CH:18]=[CH:19][CH:20]=[CH:21][C:16]=1[C:12]1[N:11]([C:7]2[CH:6]=[C:5]([CH:10]=[CH:9][CH:8]=2)[C:4]([OH:30])=[O:3])[CH:15]=[CH:14][CH:13]=1)[C:24]1[CH:25]=[CH:26][CH:27]=[CH:28][CH:29]=1, predict the reactants needed to synthesize it. The reactants are: C([O:3][C:4](=[O:30])[C:5]1[CH:10]=[CH:9][CH:8]=[C:7]([N:11]2[CH:15]=[CH:14][CH:13]=[C:12]2[C:16]2[CH:21]=[CH:20][CH:19]=[CH:18][C:17]=2[O:22][CH2:23][C:24]2[CH:29]=[CH:28][CH:27]=[CH:26][CH:25]=2)[CH:6]=1)C. (7) The reactants are: Cl.Cl.[NH2:3][CH2:4][CH2:5][CH2:6][CH2:7][CH2:8][N:9]1[C:19](=[O:20])[C:18]2[N:21]3[C:11](=[CH:12][N:13]=[C:14]3[CH:15]=[CH:16][CH:17]=2)[CH2:10]1.C(N(CC)CC)C.C1C=CC(N([S:36]([C:39]([F:42])([F:41])[F:40])(=[O:38])=[O:37])[S:36]([C:39]([F:42])([F:41])[F:40])(=[O:38])=[O:37])=CC=1. Given the product [F:40][C:39]([F:42])([F:41])[S:36]([NH:3][CH2:4][CH2:5][CH2:6][CH2:7][CH2:8][N:9]1[C:19](=[O:20])[C:18]2[N:21]3[C:11](=[CH:12][N:13]=[C:14]3[CH:15]=[CH:16][CH:17]=2)[CH2:10]1)(=[O:38])=[O:37], predict the reactants needed to synthesize it.